This data is from Full USPTO retrosynthesis dataset with 1.9M reactions from patents (1976-2016). The task is: Predict the reactants needed to synthesize the given product. (1) Given the product [Cl:1][C:2]1[CH:3]=[C:7]([C:18]([OH:38])([CH3:19])[CH3:22])[CH:8]=[C:9]([C:11]([F:12])([F:13])[F:14])[N:10]=1, predict the reactants needed to synthesize it. The reactants are: [Cl:1][C:2]1[N:10]=[C:9]([C:11]([F:14])([F:13])[F:12])[CH:8]=[CH:7][C:3]=1C(O)=O.ClC1C=[C:18]([CH:22]=C(C(F)(F)F)N=1)[C:19](O)=O.C(N(CC)CC)C.ClC(OCC(C)C)=[O:38].C[Mg]Br.C(OCC)C.[Cl-].[NH4+]. (2) Given the product [F:1][C:2]1[CH:7]=[CH:6][C:5]([C:8]2[C:12]3=[N:13][CH:14]=[CH:15][CH:16]=[C:11]3[NH:10][C:9]=2[C:17]2[CH:22]=[CH:21][N:20]=[CH:19][N:18]=2)=[CH:4][CH:3]=1, predict the reactants needed to synthesize it. The reactants are: [F:1][C:2]1[CH:7]=[CH:6][C:5]([C:8]2[C:12]3=[N:13][CH:14]=[CH:15][CH:16]=[C:11]3[NH:10][C:9]=2[C:17]2[CH:22]=[CH:21][N:20]=[C:19](SC)[N:18]=2)=[CH:4][CH:3]=1. (3) Given the product [F:24][C:21]1[CH:22]=[CH:23][C:18]([C:16](=[O:17])[CH2:15][C:1]([O:5][CH2:6][CH3:7])=[O:8])=[CH:19][CH:20]=1, predict the reactants needed to synthesize it. The reactants are: [C:1](=[O:8])([O:5][CH2:6][CH3:7])OCC.CC(C)([O-])C.[K+].[CH3:15][C:16]([C:18]1[CH:23]=[CH:22][C:21]([F:24])=[CH:20][CH:19]=1)=[O:17].